The task is: Regression. Given two drug SMILES strings and cell line genomic features, predict the synergy score measuring deviation from expected non-interaction effect.. This data is from NCI-60 drug combinations with 297,098 pairs across 59 cell lines. (1) Drug 1: COC1=C(C=C2C(=C1)N=CN=C2NC3=CC(=C(C=C3)F)Cl)OCCCN4CCOCC4. Drug 2: CC(C)NC(=O)C1=CC=C(C=C1)CNNC.Cl. Cell line: A549. Synergy scores: CSS=27.2, Synergy_ZIP=4.17, Synergy_Bliss=5.69, Synergy_Loewe=-8.67, Synergy_HSA=2.73. (2) Drug 1: C1CC(C1)(C(=O)O)C(=O)O.[NH2-].[NH2-].[Pt+2]. Drug 2: CCC1=C2CN3C(=CC4=C(C3=O)COC(=O)C4(CC)O)C2=NC5=C1C=C(C=C5)O. Cell line: NCI-H522. Synergy scores: CSS=24.8, Synergy_ZIP=2.53, Synergy_Bliss=3.18, Synergy_Loewe=-11.3, Synergy_HSA=1.07. (3) Drug 1: CN(C)C1=NC(=NC(=N1)N(C)C)N(C)C. Drug 2: C1=NC(=NC(=O)N1C2C(C(C(O2)CO)O)O)N. Cell line: RXF 393. Synergy scores: CSS=12.2, Synergy_ZIP=-2.93, Synergy_Bliss=0.414, Synergy_Loewe=-66.0, Synergy_HSA=-2.55. (4) Drug 1: CCC(=C(C1=CC=CC=C1)C2=CC=C(C=C2)OCCN(C)C)C3=CC=CC=C3.C(C(=O)O)C(CC(=O)O)(C(=O)O)O. Drug 2: CS(=O)(=O)CCNCC1=CC=C(O1)C2=CC3=C(C=C2)N=CN=C3NC4=CC(=C(C=C4)OCC5=CC(=CC=C5)F)Cl. Cell line: HL-60(TB). Synergy scores: CSS=-0.464, Synergy_ZIP=1.90, Synergy_Bliss=0.441, Synergy_Loewe=-2.42, Synergy_HSA=-4.00. (5) Drug 1: CC(C)CN1C=NC2=C1C3=CC=CC=C3N=C2N. Drug 2: CC1C(C(CC(O1)OC2CC(CC3=C2C(=C4C(=C3O)C(=O)C5=CC=CC=C5C4=O)O)(C(=O)C)O)N)O. Cell line: SF-268. Synergy scores: CSS=35.7, Synergy_ZIP=2.51, Synergy_Bliss=3.35, Synergy_Loewe=-22.9, Synergy_HSA=1.96.